Dataset: Reaction yield outcomes from USPTO patents with 853,638 reactions. Task: Predict the reaction yield, written as a fraction of the theoretical maximum amount of product (1.0 means a 100% yield; for example, 0.34 means a 34% yield). (1) The reactants are [CH2:1]([C:4]1([CH2:12][CH:13]=[CH2:14])[CH2:8][C@H:7]([CH2:9][OH:10])[NH:6][C:5]1=O)[CH:2]=[CH2:3].[H-].[Al+3].[Li+].[H-].[H-].[H-].[C@H](O)(C([O-])=O)[C@@H](O)C([O-])=O.[Na+].[K+]. The catalyst is C1COCC1. The product is [CH2:12]([C:4]1([CH2:1][CH:2]=[CH2:3])[CH2:5][NH:6][C@@H:7]([CH2:9][OH:10])[CH2:8]1)[CH:13]=[CH2:14]. The yield is 0.850. (2) The reactants are [NH2:1][C@H:2]1[CH2:7][CH2:6][CH2:5][C@@H:4]([NH:8][C:9](=[O:15])[O:10][C:11]([CH3:14])([CH3:13])[CH3:12])[CH2:3]1.[Cl:16][C:17]1[CH:18]=[C:19]2[C:25]([C:26]3[N:31]=[C:30](S(C)=O)[C:29]([F:35])=[CH:28][N:27]=3)=[CH:24][N:23]([S:36]([C:39]3[CH:44]=[CH:43][C:42]([CH3:45])=[CH:41][CH:40]=3)(=[O:38])=[O:37])[C:20]2=[N:21][CH:22]=1. The catalyst is C1COCC1. The product is [Cl:16][C:17]1[CH:18]=[C:19]2[C:25]([C:26]3[N:31]=[C:30]([NH:1][C@H:2]4[CH2:7][CH2:6][CH2:5][C@@H:4]([NH:8][C:9](=[O:15])[O:10][C:11]([CH3:12])([CH3:14])[CH3:13])[CH2:3]4)[C:29]([F:35])=[CH:28][N:27]=3)=[CH:24][N:23]([S:36]([C:39]3[CH:44]=[CH:43][C:42]([CH3:45])=[CH:41][CH:40]=3)(=[O:38])=[O:37])[C:20]2=[N:21][CH:22]=1. The yield is 0.380. (3) The reactants are Cl[CH2:2][CH2:3][C@H:4]([C:6]1[CH:11]=[CH:10][CH:9]=[CH:8][CH:7]=1)[OH:5].[CH3:12][CH:13]([CH3:29])[C:14]([NH:16][C:17]1[CH:22]=[CH:21][CH:20]=[C:19]([CH:23]2[CH2:28][CH2:27][NH:26][CH2:25][CH2:24]2)[CH:18]=1)=[O:15].C(=O)([O-])[O-].[K+].[K+].[I-].[Na+]. The yield is 0.940. The product is [OH:5][C@@H:4]([C:6]1[CH:11]=[CH:10][CH:9]=[CH:8][CH:7]=1)[CH2:3][CH2:2][N:26]1[CH2:27][CH2:28][CH:23]([C:19]2[CH:18]=[C:17]([NH:16][C:14](=[O:15])[CH:13]([CH3:12])[CH3:29])[CH:22]=[CH:21][CH:20]=2)[CH2:24][CH2:25]1. The catalyst is O.CN(C=O)C. (4) The reactants are N[C:2]1[C:7]([N+:8]([O-:10])=[O:9])=[CH:6][CH:5]=[CH:4][C:3]=1[OH:11].[BrH:12].N([O-])=O.[Na+]. The catalyst is O.O1CCOCC1. The product is [Br:12][C:2]1[C:7]([N+:8]([O-:10])=[O:9])=[CH:6][CH:5]=[CH:4][C:3]=1[OH:11]. The yield is 0.500. (5) The reactants are [Cl:1][C:2]1[CH:3]=[C:4]([NH2:16])[CH:5]=[CH:6][C:7]=1[O:8][CH2:9][CH2:10][N:11]1[CH2:15][CH2:14][CH2:13][CH2:12]1.C[Al](C)C.[Cl:21][C:22]1[CH:27]=[CH:26][C:25]([C:28]2[S:29][C:30]3[C:36](=O)[O:35][CH2:34][CH2:33][C:31]=3[N:32]=2)=[CH:24][CH:23]=1.C(N(CC)CC)C.CS(Cl)(=O)=O.[H-].[Na+]. The catalyst is C(Cl)Cl.O. The product is [Cl:21][C:22]1[CH:27]=[CH:26][C:25]([C:28]2[S:29][C:30]3[C:36](=[O:35])[N:16]([C:4]4[CH:5]=[CH:6][C:7]([O:8][CH2:9][CH2:10][N:11]5[CH2:12][CH2:13][CH2:14][CH2:15]5)=[C:2]([Cl:1])[CH:3]=4)[CH2:34][CH2:33][C:31]=3[N:32]=2)=[CH:24][CH:23]=1. The yield is 0.370. (6) The reactants are [Br:1][C:2]1[N:6]2[N:7]=[C:8]([Cl:12])[CH:9]=[C:10](Br)[C:5]2=[N:4][CH:3]=1.[CH2:13]([O-:15])[CH3:14].[Na+]. The catalyst is C(O)C. The product is [Br:1][C:2]1[N:6]2[N:7]=[C:8]([Cl:12])[CH:9]=[C:10]([O:15][CH2:13][CH3:14])[C:5]2=[N:4][CH:3]=1. The yield is 0.750. (7) The catalyst is C(Cl)Cl. The yield is 0.810. The reactants are [OH:1][C:2]1[CH:3]=[C:4]2[C:9](=[CH:10][CH:11]=1)[C:8]([C:12]([O:14][CH2:15][CH3:16])=[O:13])=[CH:7][CH:6]=[CH:5]2.N1C=CC=CC=1.[S:23](O[S:23]([C:26]([F:29])([F:28])[F:27])(=[O:25])=[O:24])([C:26]([F:29])([F:28])[F:27])(=[O:25])=[O:24]. The product is [F:27][C:26]([F:29])([F:28])[S:23]([O:1][C:2]1[CH:3]=[C:4]2[C:9](=[CH:10][CH:11]=1)[C:8]([C:12]([O:14][CH2:15][CH3:16])=[O:13])=[CH:7][CH:6]=[CH:5]2)(=[O:25])=[O:24]. (8) The reactants are [NH:1]1C=NC=N1.P(Cl)(Cl)(Cl)=O.[N:11]1([C:19]([CH2:21][C@H:22]([CH2:35][OH:36])[O:23][CH2:24][P:25]([O:31][CH:32]([CH3:34])[CH3:33])([O:27][CH:28]([CH3:30])[CH3:29])=[O:26])=[O:20])[CH:18]=[CH:17][C:15](=O)[NH:14][C:12]1=[O:13]. The catalyst is N1C=CC=CC=1. The product is [N:11]1([C:19]([CH2:21][C@H:22]([CH2:35][OH:36])[O:23][CH2:24][P:25]([O:31][CH:32]([CH3:34])[CH3:33])([O:27][CH:28]([CH3:30])[CH3:29])=[O:26])=[O:20])[CH:18]=[CH:17][C:15]([NH2:1])=[N:14][C:12]1=[O:13]. The yield is 0.730. (9) The reactants are [C:1]([O:5][C:6]([NH:8][CH:9]1[CH2:12][NH:11][CH2:10]1)=[O:7])([CH3:4])([CH3:3])[CH3:2].Br[C:14]1[S:15][C:16]2[CH:22]=[C:21]([C:23]([O:25][CH2:26][CH3:27])=[O:24])[CH:20]=[CH:19][C:17]=2[N:18]=1.C(N(C(C)C)CC)(C)C. No catalyst specified. The product is [C:1]([O:5][C:6]([NH:8][CH:9]1[CH2:10][N:11]([C:14]2[S:15][C:16]3[CH:22]=[C:21]([C:23]([O:25][CH2:26][CH3:27])=[O:24])[CH:20]=[CH:19][C:17]=3[N:18]=2)[CH2:12]1)=[O:7])([CH3:4])([CH3:2])[CH3:3]. The yield is 0.750. (10) The reactants are [N:1]1([CH2:6][C:7]23[CH2:15][CH:11]4[CH2:12][CH:13]([CH2:14]2)[C:9](C(O)=O)([CH2:10]4)[CH2:8]3)[CH:5]=[N:4][CH:3]=[N:2]1.OS(O)(=O)=O.[N-:24]=[N+]=[N-].[Na+]. The catalyst is C(Cl)(Cl)Cl.O. The product is [N:1]1([CH2:6][C:7]23[CH2:15][CH:11]4[CH2:12][CH:13]([CH2:14]2)[C:9]([NH2:24])([CH2:10]4)[CH2:8]3)[CH:5]=[N:4][CH:3]=[N:2]1. The yield is 0.700.